This data is from Reaction yield outcomes from USPTO patents with 853,638 reactions. The task is: Predict the reaction yield, written as a fraction of the theoretical maximum amount of product (1.0 means a 100% yield; for example, 0.34 means a 34% yield). (1) The reactants are Br[CH2:2][C:3]1[CH:8]=[CH:7][C:6]([S:9]([CH3:12])(=[O:11])=[O:10])=[C:5]([O:13][CH3:14])[CH:4]=1.[NH3:15]. The catalyst is CO. The product is [CH3:14][O:13][C:5]1[CH:4]=[C:3]([CH:8]=[CH:7][C:6]=1[S:9]([CH3:12])(=[O:11])=[O:10])[CH2:2][NH2:15]. The yield is 0.760. (2) The reactants are C(O)(C(F)(F)F)=O.[CH3:8][C:9]1[CH:14]=[CH:13][N:12]=[CH:11][C:10]=1[N:15]1[CH2:19][CH2:18][N:17]([C:20]2[CH:21]=[C:22]3[C:26](=[CH:27][CH:28]=2)[N:25](COCC[Si](C)(C)C)[N:24]=[CH:23]3)[C:16]1=[O:37].CO. The catalyst is C(Cl)Cl.C(Cl)(Cl)Cl. The product is [NH:25]1[C:26]2[C:22](=[CH:21][C:20]([N:17]3[CH2:18][CH2:19][N:15]([C:10]4[CH:11]=[N:12][CH:13]=[CH:14][C:9]=4[CH3:8])[C:16]3=[O:37])=[CH:28][CH:27]=2)[CH:23]=[N:24]1. The yield is 0.195. (3) The yield is 0.830. The catalyst is CN(C)C=O. The product is [F:1][C:2]1[CH:3]=[C:4]([C:9]2[CH:18]=[N:17][C:16]3[C:11](=[CH:12][C:13]([C:23]4[S:24][CH:25]=[CH:26][CH:27]=4)=[C:14]([OH:22])[C:15]=3[C:19]([NH:31][CH2:32][C:33]([O:35][CH2:36][CH3:37])=[O:34])=[O:20])[N:10]=2)[CH:5]=[CH:6][C:7]=1[F:8]. The reactants are [F:1][C:2]1[CH:3]=[C:4]([C:9]2[CH:18]=[N:17][C:16]3[C:15]([C:19](O)=[O:20])=[C:14]([OH:22])[C:13]([C:23]4[S:24][CH:25]=[CH:26][CH:27]=4)=[CH:12][C:11]=3[N:10]=2)[CH:5]=[CH:6][C:7]=1[F:8].Cl.C([NH:31][CH2:32][C:33]([OH:35])=[O:34])C.[CH2:36](N(CC)CC)[CH3:37].C1CN([P+](ON2N=NC3C=CC=CC2=3)(N2CCCC2)N2CCCC2)CC1.F[P-](F)(F)(F)(F)F. (4) The reactants are [NH2:1][C:2]1[NH:6][N:5]=[C:4]([OH:7])[C:3]=1[C:8]1[CH:9]=[N:10][CH:11]=[CH:12][CH:13]=1.[O:14]1[C:18]2[CH:19]=[CH:20][C:21]([C:23](=O)[CH2:24][C:25](OCC)=[O:26])=[CH:22][C:17]=2[O:16][CH2:15]1. The catalyst is C(O)(=O)C. The product is [O:14]1[C:18]2[CH:19]=[CH:20][C:21]([C:23]3[NH:1][C:2]4[N:6]([N:5]=[C:4]([OH:7])[C:3]=4[C:8]4[CH:9]=[N:10][CH:11]=[CH:12][CH:13]=4)[C:25](=[O:26])[CH:24]=3)=[CH:22][C:17]=2[O:16][CH2:15]1. The yield is 0.330.